Dataset: Catalyst prediction with 721,799 reactions and 888 catalyst types from USPTO. Task: Predict which catalyst facilitates the given reaction. Reactant: [Cl:1][C:2]1[CH:24]=[C:23]([N+:25]([O-:27])=[O:26])[CH:22]=[C:21]([Cl:28])[C:3]=1[O:4][C:5]1[CH:20]=[CH:19][C:8]([CH2:9][CH2:10][NH:11]C(=O)OC(C)(C)C)=[CH:7][CH:6]=1.FC(F)(F)C(O)=O. Product: [Cl:1][C:2]1[CH:24]=[C:23]([N+:25]([O-:27])=[O:26])[CH:22]=[C:21]([Cl:28])[C:3]=1[O:4][C:5]1[CH:6]=[CH:7][C:8]([CH2:9][CH2:10][NH2:11])=[CH:19][CH:20]=1. The catalyst class is: 13.